From a dataset of Full USPTO retrosynthesis dataset with 1.9M reactions from patents (1976-2016). Predict the reactants needed to synthesize the given product. (1) Given the product [NH2:39][C:21]1[CH:20]=[C:19]([CH2:18][N:11]([C:9]([O:8][CH2:1][C:2]2[CH:3]=[CH:4][CH:5]=[CH:6][CH:7]=2)=[O:10])[C@H:12]([C:14]([CH3:17])([CH3:16])[CH3:15])[CH3:13])[CH:24]=[CH:23][C:22]=1[NH:25][CH2:26][O:44][C:45]([N:42]1[CH2:4][CH2:3][CH2:2][CH2:1]1)=[O:46], predict the reactants needed to synthesize it. The reactants are: [CH2:1]([O:8][C:9]([N:11]([CH2:18][C:19]1[CH:24]=[CH:23][C:22]([NH:25][CH2:26][C@@H]2CCCN2C(OC(C)(C)C)=O)=[C:21]([N+:39]([O-])=O)[CH:20]=1)[C@H:12]([C:14]([CH3:17])([CH3:16])[CH3:15])[CH3:13])=[O:10])[C:2]1[CH:7]=[CH:6][CH:5]=[CH:4][CH:3]=1.[NH4+:42].[Cl-].[OH2:44].[CH3:45][OH:46]. (2) Given the product [Br:11][C:12]1[CH:13]=[CH:14][C:15]([C:16]([OH:17])([CH3:18])[CH3:4])=[CH:24][CH:25]=1, predict the reactants needed to synthesize it. The reactants are: C[Mg]Br.[C:4]1(C)C=CC=CC=1.[Br:11][C:12]1[CH:25]=[CH:24][C:15]([C:16]([C:18]2C=CC=CC=2)=[O:17])=[CH:14][CH:13]=1. (3) Given the product [O:38]1[CH2:39][CH2:40][N:35]([C:2]2[CH:3]=[C:4]3[C:10]([C:11]4[CH:16]=[CH:15][CH:14]=[CH:13][CH:12]=4)=[C:9]([C:17]4[CH:22]=[CH:21][C:20]([C:23]5([NH:27][C:28](=[O:34])[O:29][C:30]([CH3:33])([CH3:32])[CH3:31])[CH2:26][CH2:25][CH2:24]5)=[CH:19][CH:18]=4)[O:8][C:5]3=[N:6][CH:7]=2)[CH2:36][CH2:37]1, predict the reactants needed to synthesize it. The reactants are: Br[C:2]1[CH:3]=[C:4]2[C:10]([C:11]3[CH:16]=[CH:15][CH:14]=[CH:13][CH:12]=3)=[C:9]([C:17]3[CH:22]=[CH:21][C:20]([C:23]4([NH:27][C:28](=[O:34])[O:29][C:30]([CH3:33])([CH3:32])[CH3:31])[CH2:26][CH2:25][CH2:24]4)=[CH:19][CH:18]=3)[O:8][C:5]2=[N:6][CH:7]=1.[NH:35]1[CH2:40][CH2:39][O:38][CH2:37][CH2:36]1. (4) Given the product [Br:10][C:11]1[CH:17]=[CH:16][C:14]([NH:15][C:2]2[CH:3]=[CH:4][C:5]([C:8]#[N:9])=[N:6][CH:7]=2)=[C:13]([Cl:18])[CH:12]=1, predict the reactants needed to synthesize it. The reactants are: F[C:2]1[CH:3]=[CH:4][C:5]([C:8]#[N:9])=[N:6][CH:7]=1.[Br:10][C:11]1[CH:17]=[CH:16][C:14]([NH2:15])=[C:13]([Cl:18])[CH:12]=1.CC(C)([O-])C.[K+].[Cl-].[Na+].